From a dataset of Drug-target binding data from BindingDB using Ki measurements. Regression. Given a target protein amino acid sequence and a drug SMILES string, predict the binding affinity score between them. We predict pKi (pKi = -log10(Ki in M); higher means stronger inhibition). Dataset: bindingdb_ki. (1) The compound is O=C(NO)C1(S(=O)(=O)c2ccc(OCCCn3nnc(-c4ccc(OC(F)(F)F)cc4)n3)cc2)CCOCC1. The target protein (P50281) has sequence MSPAPRPPRCLLLPLLTLGTALASLGSAQSSSFSPEAWLQQYGYLPPGDLRTHTQRSPQSLSAAIAAMQKFYGLQVTGKADADTMKAMRRPRCGVPDKFGAEIKANVRRKRYAIQGLKWQHNEITFCIQNYTPKVGEYATYEAIRKAFRVWESATPLRFREVPYAYIREGHEKQADIMIFFAEGFHGDSTPFDGEGGFLAHAYFPGPNIGGDTHFDSAEPWTVRNEDLNGNDIFLVAVHELGHALGLEHSSDPSAIMAPFYQWMDTENFVLPDDDRRGIQQLYGGESGFPTKMPPQPRTTSRPSVPDKPKNPTYGPNICDGNFDTVAMLRGEMFVFKERWFWRVRNNQVMDGYPMPIGQFWRGLPASINTAYERKDGKFVFFKGDKHWVFDEASLEPGYPKHIKELGRGLPTDKIDAALFWMPNGKTYFFRGNKYYRFNEELRAVDSEYPKNIKVWEGIPESPRGSFMGSDEVFTYFYKGNKYWKFNNQKLKVEPGYPKS.... The pKi is 5.0. (2) The small molecule is C=C[C@@]1(C)CC[C@](C)(C(C)C)c2cc3c4c(c[nH]c4c21)C[C@@H](CO)NC(=O)[C@H](C(C)C)N3C. The target protein (P23298) has sequence MSSGTMKFNGYLRVRIGEAVGLQPTRWSLRHSLFKKGHQLLDPYLTVSVDQVRVGQTSTKQKTNKPTYNEEFCANVTDGGHLELAVFHETPLGYDHFVANCTLQFQELLRTAGTSDTFEGWVDLEPEGKVFVVITLTGSFTEATLQRDRIFKHFTRKRQRAMRRRVHQVNGHKFMATYLRQPTYCSHCREFIWGVFGKQGYQCQVCTCVVHKRCHHLIVTACTCQNNINKVDAKIAEQRFGINIPHKFNVHNYKVPTFCDHCGSLLWGIMRQGLQCKICKMNVHIRCQANVAPNCGVNAVELAKTLAGMGLQPGNISPTSKLISRSTLRRQGKEGSKEGNGIGVNSSSRFGIDNFEFIRVLGKGSFGKVMLARIKETGELYAVKVLKKDVILQDDDVECTMTEKRILSLARNHPFLTQLFCCFQTPDRLFFVMEFVNGGDLMFHIQKSRRFDEARARFYAAEIISALMFLHEKGIIYRDLKLDNVLLDHEGHCKLADFGM.... The pKi is 9.7. (3) The compound is CN[C@@H](C)C(=O)N[C@H](C(=O)N1CCC[C@H]1C(=O)Nc1ccccc1-c1ncccn1)C1CCCCC1. The target protein sequence is HAARFKTFFNWPSSVLVNPEQLASAGFYYVGNSDDVKCFCCDGGLRCWESGDDPWVQHAKWFPRCEYL. The pKi is 6.9. (4) The target protein sequence is SFVEMVDNLRGKSGQGYYVEMTVGSPPQTLNILVDTGSSNFAVGAAPHPFLHRYYQRQLSSTYRDLRKGVYVPYTQGKWEGELGTDLVSIPHGPNVTVRANIAAITESDKFFINGSNWEGILGLAYAEIARPDDSLEPFFDSLVKQTHVPNLFSLQLCGAGFPLNQSEVLASVGGSMIIGGIDHSLYTGSLWYTPIRREWYYEVIIVRVEINGQDLKMDCKEYNYDKSIVDSGTTNLRLPKKVFEAAVKSIKAASSTEKFPDGFWLGEQLVCWQAGTTPWNIFPVISLYLMGEVTNQSFRITILPQQYLRPVEDVATSQDDCYKFAISQSSTGTVMGAVIMEGFYVVFDRARKRIGFAVSACHVHDEFRTAAVEGPFVTLDMEDCGYN. The pKi is 7.2. The small molecule is CCCN(CCC)C(=O)c1cccc(C(=O)N[C@@H](CC(C)C)[C@@H](O)C[C@@H](C)C(=O)N[C@H](C(=O)NCc2ccccc2)C(C)C)c1. (5) The target protein (Q16348) has sequence MNPFQKNESKETLFSPVSIEEVPPRPPSPPKKPSPTICGSNYPLSIAFIVVNEFCERFSYYGMKAVLILYFLYFLHWNEDTSTSIYHAFSSLCYFTPILGAAIADSWLGKFKTIIYLSLVYVLGHVIKSLGALPILGGQVVHTVLSLIGLSLIALGTGGIKPCVAAFGGDQFEEKHAEERTRYFSVFYLSINAGSLISTFITPMLRGDVQCFGEDCYALAFGVPGLLMVIALVVFAMGSKIYNKPPPEGNIVAQVFKCIWFAISNRFKNRSGDIPKRQHWLDWAAEKYPKQLIMDVKALTRVLFLYIPLPMFWALLDQQGSRWTLQAIRMNRNLGFFVLQPDQMQVLNPLLVLIFIPLFDFVIYRLVSKCGINFSSLRKMAVGMILACLAFAVAAAVEIKINEMAPAQPGPQEVFLQVLNLADDEVKVTVVGNENNSLLIESIKSFQKTPHYSKLHLKTKSQDFHFHLKYHNLSLYTEHSVQEKNWYSLVIREDGNSISS.... The compound is N[C@@H](C(=O)N[C@@H]1C(=O)N2C(C(=O)O)=C(Cl)CS[C@H]12)c1ccccc1. The pKi is 4.5. (6) The drug is Brc1cccc2c1ccn2CC1=NCCN1.Cl. The target protein (Q4G017) has sequence MAAATLSFGPEREAEPAKEARVVGSELVDTYTVYVIQVTDGNHEWTIKHRYSDFHDLHEKLVAERKIDKTLLPPKKIIGKNSRSLVEKREKDLEVYLQTLLKTFPDVAPRVLAHFLHFHLYEINGVTAALAEELFEKGEQLLGAGEVFAIRPLQLYAITEQLQQGKPTCASGDAKTDLGHILDFTCRLKYLKVSGTEGPFGTSNIREQLLPFDLSIFKSLHQVEMSHCDAKHVRGLVTSKPTLATMSVRFSAASMKEVLVPEASEFDEWEPEGTTLGGPVTAVIPTWQALTTLDLSHNSISEIDESVKLIPKIEYLDLSHNGVLVVDNLQHLYNLVHLDLSYNKLSSLEGVHTKLGNVKTLNLAGNFLERLSGLHKLYSLVNLDLRDNRIEQLDEVKSIGNLPCLEHVALLNNPLSIIPDYRTKVLSQFGERASEICLDDVATTEKELDTVEVLKAIQKAKDVKSKLSSTEKKVGEDFRLPTAPCIRPSSSPPTAVPTSA.... The pKi is 6.3. (7) The drug is C[C@@H]1NC[C@@H](O)[C@H](O)C1(F)F. The target protein sequence is MAAAYYYLFSSKKATQKLVLRASLLMLLCFLTVENVGASARRMVKSPGTEDYTRRSLLANGLGLTPPMGWNSWNHFSCNLDEKLIRETADAMASKGLAALGYKYINLDDCWAELNRDSQGNLVPKGSTFPSGIKALADYVHSKGLKLGIYSDAGTQTCSKTMPGSLGHEEQDAKTFASWGVDYLKYDNCNDNNISPKERYPIMSKALLNSGRSIFFSLCEWGDEDPATWAKEVGNSWRTTGDIDDSWSSMTSRADMNDKWASYAGPGGWNDPDMLEVGNGGMTTTEYRSHFSIWALAKAPLLIGCDIRSIDGATFQLLSNAEVIAVNQDKLGVQGKKVKTYGDLEVWAGPLSGKRVAVALWNRGSSTATITAYWSDVGLPSTAVVNARDLWAHSTEKSVKGQISAAVDAHDSKMYVLTPQ. The pKi is 3.0.